This data is from Forward reaction prediction with 1.9M reactions from USPTO patents (1976-2016). The task is: Predict the product of the given reaction. (1) The product is: [CH:1]([N:4]1[CH2:9][CH2:8][N:7]([C:10]([C:12]2[CH:13]=[C:14]3[C:18](=[CH:19][CH:20]=2)[N:17]([CH2:35][C:34]([F:42])([F:41])[F:33])[C:16]([C:21]([N:23]2[CH2:24][CH2:25][N:26]([S:29]([CH3:32])(=[O:30])=[O:31])[CH2:27][CH2:28]2)=[O:22])=[CH:15]3)=[O:11])[CH2:6][CH2:5]1)([CH3:3])[CH3:2]. Given the reactants [CH:1]([N:4]1[CH2:9][CH2:8][N:7]([C:10]([C:12]2[CH:13]=[C:14]3[C:18](=[CH:19][CH:20]=2)[NH:17][C:16]([C:21]([N:23]2[CH2:28][CH2:27][N:26]([S:29]([CH3:32])(=[O:31])=[O:30])[CH2:25][CH2:24]2)=[O:22])=[CH:15]3)=[O:11])[CH2:6][CH2:5]1)([CH3:3])[CH3:2].[F:33][C:34]([F:42])([F:41])[CH2:35]CS([O-])(=O)=O, predict the reaction product. (2) Given the reactants [Cl:1][C:2]1[C:7]([C:8]([NH2:10])=[O:9])=[C:6]([OH:11])[C:5]([NH:12][C:13]2[C:16](=[O:17])[C:15](=[O:18])[C:14]=2Cl)=[CH:4][CH:3]=1.[Cl:20][C:21]1[CH:27]=[C:26]([F:28])[CH:25]=[CH:24][C:22]=1[NH2:23], predict the reaction product. The product is: [Cl:1][C:2]1[C:7]([C:8]([NH2:10])=[O:9])=[C:6]([OH:11])[C:5]([NH:12][C:13]2[C:16](=[O:17])[C:15](=[O:18])[C:14]=2[NH:23][C:22]2[CH:24]=[CH:25][C:26]([F:28])=[CH:27][C:21]=2[Cl:20])=[CH:4][CH:3]=1. (3) Given the reactants [CH2:1]([N:8]1[C:13](=[O:14])[CH:12]=[C:11]2[S:15][C:16]([C:18]([OH:20])=O)=[CH:17][N:10]2[C:9]1=[O:21])[C:2]1[CH:7]=[CH:6][CH:5]=[CH:4][CH:3]=1.ON1C2C=CC=CC=2N=N1.[F:32][C:33]1[CH:40]=[CH:39][C:36]([CH2:37][NH2:38])=[CH:35][CH:34]=1.Cl.CN(C)CCCN=C=NCC, predict the reaction product. The product is: [F:32][C:33]1[CH:40]=[CH:39][C:36]([CH2:37][NH:38][C:18]([C:16]2[S:15][C:11]3[N:10]([C:9](=[O:21])[N:8]([CH2:1][C:2]4[CH:3]=[CH:4][CH:5]=[CH:6][CH:7]=4)[C:13](=[O:14])[CH:12]=3)[CH:17]=2)=[O:20])=[CH:35][CH:34]=1. (4) Given the reactants [CH:1]1([C:7]2[CH:12]=[CH:11][C:10]([NH2:13])=[CH:9][CH:8]=2)[CH2:6][CH2:5][CH2:4][CH2:3][CH2:2]1.C(OC([NH:21][CH2:22][CH2:23][CH2:24][CH2:25][C@@H:26]([NH:30]C(OCC1C2C=CC=CC=2C2C1=CC=CC=2)=O)[C:27](O)=[O:28])=O)(C)(C)C.[N:48]([C:51]1[CH:56]=[CH:55][C:54]([C:57]2[CH:62]=[CH:61][CH:60]=[CH:59][CH:58]=2)=[CH:53][CH:52]=1)=[C:49]=[O:50], predict the reaction product. The product is: [CH:1]1([C:7]2[CH:8]=[CH:9][C:10]([NH:13][C:27](=[O:28])[C@H:26]([NH:30][C:49]([NH:48][C:51]3[CH:56]=[CH:55][C:54]([C:57]4[CH:58]=[CH:59][CH:60]=[CH:61][CH:62]=4)=[CH:53][CH:52]=3)=[O:50])[CH2:25][CH2:24][CH2:23][CH2:22][NH2:21])=[CH:11][CH:12]=2)[CH2:2][CH2:3][CH2:4][CH2:5][CH2:6]1. (5) Given the reactants [CH3:1][N:2]([CH3:34])[C:3]([C:5]1[CH:10]=[CH:9][C:8]([CH:11]2[CH:20]([C:21]3[CH:26]=[CH:25][C:24]([F:27])=[CH:23][CH:22]=3)[C:19](=O)[C:18]3[C:17]([C:29]([O:31]CC)=O)=[CH:16][CH:15]=[CH:14][C:13]=3[NH:12]2)=[CH:7][CH:6]=1)=[O:4].O.[NH2:36][NH2:37], predict the reaction product. The product is: [F:27][C:24]1[CH:25]=[CH:26][C:21]([CH:20]2[C:19]3=[N:36][NH:37][C:29](=[O:31])[C:17]4[CH:16]=[CH:15][CH:14]=[C:13]([C:18]=43)[NH:12][CH:11]2[C:8]2[CH:7]=[CH:6][C:5]([C:3]([N:2]([CH3:34])[CH3:1])=[O:4])=[CH:10][CH:9]=2)=[CH:22][CH:23]=1. (6) Given the reactants [CH3:1][C:2]1[N:7]=[C:6]([N:8]2[C@@H:15]3[C@@H:10]([CH2:11][CH2:12][NH:13][CH2:14]3)[CH2:9]2)[CH:5]=[N:4][CH:3]=1.CC1C=C(C)N=C(N2[C@@H]3[C@@H](CCNC3)C2)N=1.[F:32][C:33]1[CH:41]=[CH:40][CH:39]=[C:38]([N:42]2[N:46]=[CH:45][CH:44]=[N:43]2)[C:34]=1[C:35](O)=[O:36].S1C=CC=C1C1C=CC=CC=1C(O)=O, predict the reaction product. The product is: [F:32][C:33]1[CH:41]=[CH:40][CH:39]=[C:38]([N:42]2[N:46]=[CH:45][CH:44]=[N:43]2)[C:34]=1[C:35]([N:13]1[CH2:12][CH2:11][C@@H:10]2[C@@H:15]([N:8]([C:6]3[CH:5]=[N:4][CH:3]=[C:2]([CH3:1])[N:7]=3)[CH2:9]2)[CH2:14]1)=[O:36]. (7) Given the reactants [C:1]([O:5][C:6](=[O:41])[CH2:7][CH2:8][CH2:9][CH2:10][N:11]1[C:17]2[CH:18]=[CH:19][C:20](I)=[CH:21][C:16]=2[C:15](=[O:23])[N:14]([C@@H:24]([C:26]2[CH:31]=[CH:30][C:29]([Cl:32])=[CH:28][CH:27]=2)[CH3:25])[C@@H:13]([C:33]2[CH:38]=[CH:37][C:36]([Cl:39])=[CH:35][CH:34]=2)[C:12]1=[O:40])([CH3:4])([CH3:3])[CH3:2].C(N(CC)CC)C.[CH3:49][OH:50].CN([CH:54]=[O:55])C, predict the reaction product. The product is: [C:1]([O:5][C:6](=[O:41])[CH2:7][CH2:8][CH2:9][CH2:10][N:11]1[C:17]2[CH:18]=[CH:19][C:20]([C:49]([O:55][CH3:54])=[O:50])=[CH:21][C:16]=2[C:15](=[O:23])[N:14]([C@@H:24]([C:26]2[CH:31]=[CH:30][C:29]([Cl:32])=[CH:28][CH:27]=2)[CH3:25])[C@@H:13]([C:33]2[CH:38]=[CH:37][C:36]([Cl:39])=[CH:35][CH:34]=2)[C:12]1=[O:40])([CH3:4])([CH3:3])[CH3:2]. (8) Given the reactants [Cl:1][C:2]1[C:3]([CH3:10])=[C:4]([CH:7]=[CH:8][CH:9]=1)[CH2:5][NH2:6].[C:11](O[C:11]([O:13][C:14]([CH3:17])([CH3:16])[CH3:15])=[O:12])([O:13][C:14]([CH3:17])([CH3:16])[CH3:15])=[O:12].C(N(CC)CC)C.O, predict the reaction product. The product is: [C:14]([O:13][C:11](=[O:12])[NH:6][CH2:5][C:4]1[CH:7]=[CH:8][CH:9]=[C:2]([Cl:1])[C:3]=1[CH3:10])([CH3:17])([CH3:16])[CH3:15]. (9) Given the reactants COC1C=CC(C#C[CH2:11][C@H:12]([C:32]2[CH:37]=[CH:36][CH:35]=CC=2)[O:13][CH2:14][C:15]#[C:16][CH2:17][N:18]([CH2:23][C:24]2[CH:29]=[CH:28][C:27]([O:30][CH3:31])=[CH:26][CH:25]=2)[CH2:19][CH2:20][C:21]#[N:22])=C(C)C=1, predict the reaction product. The product is: [CH3:31][O:30][C:27]1[CH:26]=[CH:25][C:24]([CH2:23][N:18]2[CH2:19][CH2:20][C:21]3[N:22]=[C:36]([CH2:35][O:30][C:27]4[CH:28]=[CH:29][CH:24]=[CH:25][CH:26]=4)[C:37]4[CH2:32][C@H:12]([CH3:11])[O:13][CH2:14][C:15]=4[C:16]=3[CH2:17]2)=[CH:29][CH:28]=1.